Dataset: hERG Central: cardiac toxicity at 1µM, 10µM, and general inhibition. Task: Predict hERG channel inhibition at various concentrations. (1) The molecule is Clc1ccc(OCCCN2CCCCC2)c(Br)c1.O=C(O)C(=O)O. Results: hERG_inhib (hERG inhibition (general)): blocker. (2) The compound is C=CCc1cc(Cl)ccc1OCCOCCN(C)C.O=C(O)C(=O)O. Results: hERG_inhib (hERG inhibition (general)): blocker. (3) The drug is C(=C/c1ccccc1)\CSc1nnc(-c2cnccn2)n1Cc1ccco1. Results: hERG_inhib (hERG inhibition (general)): blocker. (4) The molecule is CCOC(=O)N1CCN(c2ccnc3cc(Cl)ccc23)CC1. Results: hERG_inhib (hERG inhibition (general)): blocker.